Task: Predict the reactants needed to synthesize the given product.. Dataset: Full USPTO retrosynthesis dataset with 1.9M reactions from patents (1976-2016) (1) Given the product [Br:14][C:11]1[CH:10]=[N:9][C:6]2[NH:7][CH2:8][C:2]([CH3:13])([CH3:1])[N:3]=[CH:4][C:5]=2[CH:12]=1, predict the reactants needed to synthesize it. The reactants are: [CH3:1][C:2]1([CH3:13])[CH2:8][NH:7][C:6]2[N:9]=[CH:10][CH:11]=[CH:12][C:5]=2[CH2:4][NH:3]1.[Br:14]Br. (2) Given the product [CH3:16][S:17]([O:1][CH2:2][CH2:3][C:4]1[CH:9]=[CH:8][CH:7]=[C:6]([N:10]2[CH2:14][CH2:13][O:12][C:11]2=[O:15])[CH:5]=1)(=[O:19])=[O:18], predict the reactants needed to synthesize it. The reactants are: [OH:1][CH2:2][CH2:3][C:4]1[CH:5]=[C:6]([N:10]2[CH2:14][CH2:13][O:12][C:11]2=[O:15])[CH:7]=[CH:8][CH:9]=1.[CH3:16][S:17](Cl)(=[O:19])=[O:18].